Dataset: Catalyst prediction with 721,799 reactions and 888 catalyst types from USPTO. Task: Predict which catalyst facilitates the given reaction. (1) The catalyst class is: 3. Reactant: [CH2:1]([C:3]([C:21]1[CH:26]=[CH:25][C:24]([OH:27])=[C:23]([CH3:28])[CH:22]=1)([C:6]1[CH:11]=[CH:10][C:9]([CH2:12][CH2:13][CH:14]([OH:19])[C:15]([CH3:18])([CH3:17])[CH3:16])=[C:8]([CH3:20])[CH:7]=1)[CH2:4][CH3:5])[CH3:2].C([O-])([O-])=O.[K+].[K+].[CH2:35]([O:37][C:38](=[O:45])[CH2:39][CH2:40][CH2:41][CH2:42][CH2:43]Br)[CH3:36].O. Product: [CH2:35]([O:37][C:38](=[O:45])[CH2:39][CH2:40][CH2:41][CH2:42][CH2:43][O:27][C:24]1[CH:25]=[CH:26][C:21]([C:3]([CH2:4][CH3:5])([C:6]2[CH:11]=[CH:10][C:9]([CH2:12][CH2:13][CH:14]([OH:19])[C:15]([CH3:17])([CH3:18])[CH3:16])=[C:8]([CH3:20])[CH:7]=2)[CH2:1][CH3:2])=[CH:22][C:23]=1[CH3:28])[CH3:36]. (2) Reactant: [CH2:1]([NH2:4])[CH2:2][NH2:3].C(N(CC)CC)C.[C:12](O[C:12]([O:14][C:15]([CH3:18])([CH3:17])[CH3:16])=[O:13])([O:14][C:15]([CH3:18])([CH3:17])[CH3:16])=[O:13]. Product: [C:12]([NH:3][CH2:2][CH2:1][NH2:4])([O:14][C:15]([CH3:18])([CH3:17])[CH3:16])=[O:13]. The catalyst class is: 22. (3) Reactant: Cl[C:2]([CH2:4][CH2:5][CH2:6][CH2:7][CH2:8][CH2:9][C:10]([O:12][CH2:13][CH3:14])=[O:11])=[O:3].[CH2:15]([C:19]1[CH:24]=[CH:23][C:22]([OH:25])=[CH:21][CH:20]=1)[CH2:16][CH2:17][CH3:18].N1C=CC=CC=1. Product: [CH2:15]([C:19]1[CH:24]=[CH:23][C:22]([OH:25])=[C:21]([C:2](=[O:3])[CH2:4][CH2:5][CH2:6][CH2:7][CH2:8][CH2:9][C:10]([O:12][CH2:13][CH3:14])=[O:11])[CH:20]=1)[CH2:16][CH2:17][CH3:18]. The catalyst class is: 4. (4) Reactant: [CH3:1][C:2]1([CH3:17])[C:10]2[C:5](=[CH:6][C:7]([N+:11]([O-])=O)=[CH:8][CH:9]=2)[N:4]([C:14](=[O:16])[CH3:15])[CH2:3]1. Product: [C:14]([N:4]1[C:5]2[C:10](=[CH:9][CH:8]=[C:7]([NH2:11])[CH:6]=2)[C:2]([CH3:17])([CH3:1])[CH2:3]1)(=[O:16])[CH3:15]. The catalyst class is: 5. (5) Reactant: [F:1][C:2]1[CH:7]=[CH:6][C:5]([C:8]2[CH:17]=[C:16]([CH:18]([O:26][CH2:27][CH2:28][N:29]3[CH:33]=[CH:32][N:31]=[C:30]3[CH2:34][O:35][Si](C(C)(C)C)(C3C=CC=CC=3)C3C=CC=CC=3)[C:19]3[CH:24]=[CH:23][C:22]([F:25])=[CH:21][CH:20]=3)[CH:15]=[CH:14][C:9]=2[C:10]([O:12]C)=[O:11])=[CH:4][CH:3]=1.[Na]. Product: [F:1][C:2]1[CH:7]=[CH:6][C:5]([C:8]2[CH:17]=[C:16]([CH:18]([O:26][CH2:27][CH2:28][N:29]3[CH:33]=[CH:32][N:31]=[C:30]3[CH2:34][OH:35])[C:19]3[CH:24]=[CH:23][C:22]([F:25])=[CH:21][CH:20]=3)[CH:15]=[CH:14][C:9]=2[C:10]([OH:12])=[O:11])=[CH:4][CH:3]=1. The catalyst class is: 5.